Dataset: Full USPTO retrosynthesis dataset with 1.9M reactions from patents (1976-2016). Task: Predict the reactants needed to synthesize the given product. Given the product [OH:1][C:2]1[CH:7]=[CH:6][C:5]([C:8]2[C:17]([C:18]([F:20])([F:21])[F:19])=[CH:16][C:15]3[C:10](=[CH:11][CH:12]=[CH:13][CH:14]=3)[C:9]=2[O:22][C:23]2[CH:24]=[CH:25][C:26]([C:27]([OH:29])=[O:28])=[CH:31][CH:32]=2)=[CH:4][CH:3]=1, predict the reactants needed to synthesize it. The reactants are: [OH:1][C:2]1[CH:7]=[CH:6][C:5]([C:8]2[C:17]([C:18]([F:21])([F:20])[F:19])=[CH:16][C:15]3[C:10](=[CH:11][CH:12]=[CH:13][CH:14]=3)[C:9]=2[O:22][C:23]2[CH:32]=[CH:31][C:26]([C:27]([O:29]C)=[O:28])=[CH:25][CH:24]=2)=[CH:4][CH:3]=1.[OH-].[Na+].